Dataset: Reaction yield outcomes from USPTO patents with 853,638 reactions. Task: Predict the reaction yield, written as a fraction of the theoretical maximum amount of product (1.0 means a 100% yield; for example, 0.34 means a 34% yield). (1) The reactants are [CH2:1]([N:5]1[C:13]2[N:12]=[C:11]([Cl:14])[NH:10][C:9]=2[C:8](=[O:15])[N:7]([CH2:16][CH2:17][CH2:18][CH2:19][C:20]#[N:21])[C:6]1=[O:22])[CH2:2][CH2:3][CH3:4].[NH2:23][OH:24]. The catalyst is CCO. The product is [CH2:1]([N:5]1[C:13]2[N:12]=[C:11]([Cl:14])[NH:10][C:9]=2[C:8](=[O:15])[N:7]([CH2:16][CH2:17][CH2:18][CH2:19][C:20](=[NH:21])[NH:23][OH:24])[C:6]1=[O:22])[CH2:2][CH2:3][CH3:4]. The yield is 0.470. (2) No catalyst specified. The product is [F:1][C:2]1[CH:7]=[CH:6][C:5]([O:8][C:10]2[CH:15]=[CH:14][CH:13]=[CH:12][C:11]=2[N+:16]([O-:18])=[O:17])=[CH:4][CH:3]=1.[F:19][C:20]1[CH:33]=[CH:32][C:23]([O:24][C:25]2[CH:31]=[CH:30][CH:29]=[CH:28][C:26]=2[NH:27][C:5]([NH:34][C:35]2[S:36][CH:37]=[CH:38][N:39]=2)=[O:8])=[CH:22][CH:21]=1. The yield is 0.750. The reactants are [F:1][C:2]1[CH:7]=[CH:6][C:5]([OH:8])=[CH:4][CH:3]=1.F[C:10]1[CH:15]=[CH:14][CH:13]=[CH:12][C:11]=1[N+:16]([O-:18])=[O:17].[F:19][C:20]1[CH:33]=[CH:32][C:23]([O:24][C:25]2[CH:31]=[CH:30][CH:29]=[CH:28][C:26]=2[NH2:27])=[CH:22][CH:21]=1.[NH2:34][C:35]1[S:36][CH:37]=[CH:38][N:39]=1. (3) The reactants are [NH2:1][C:2]1[N:7]=[CH:6][N:5]=[C:4]2[N:8]([CH2:27][C@@H:28]3[CH2:32][CH2:31][CH2:30][N:29]3[C:33](=[O:37])[CH2:34][C:35]#[N:36])[N:9]=[C:10]([C:11]3[CH:16]=[CH:15][C:14]([O:17][C:18]4[CH:23]=[CH:22][CH:21]=[C:20]([F:24])[C:19]=4[F:25])=[CH:13][C:12]=3[F:26])[C:3]=12.[CH:38]1([CH:41]=O)[CH2:40][CH2:39]1.N1CCCCC1. The catalyst is CCO. The product is [NH2:1][C:2]1[N:7]=[CH:6][N:5]=[C:4]2[N:8]([CH2:27][C@@H:28]3[CH2:32][CH2:31][CH2:30][N:29]3[C:33]([C:34](=[CH:41][CH:38]3[CH2:40][CH2:39]3)[C:35]#[N:36])=[O:37])[N:9]=[C:10]([C:11]3[CH:16]=[CH:15][C:14]([O:17][C:18]4[CH:23]=[CH:22][CH:21]=[C:20]([F:24])[C:19]=4[F:25])=[CH:13][C:12]=3[F:26])[C:3]=12. The yield is 0.223. (4) The reactants are BrC1C2S[C:9](C3C([Cl:19])=CC(F)=CC=3C#N)=[N:10][C:6]=2[CH:5]=[CH:4][N:3]=1.[Cl:21][C:22]1[C:23]([C:31]2[S:32][C:33]3[C:34](Cl)=[N:35][CH:36]=[CH:37][C:38]=3[N:39]=2)=[C:24]([CH:27]=[C:28]([F:30])[CH:29]=1)[C:25]#[N:26].Br[Si](C)(C)C.[C:46](=[O:49])(O)[O-].[Na+].C(#[N:54])CC. No catalyst specified. The product is [ClH:19].[Cl:21][C:22]1[C:23]([C:31]2[S:32][C:33]3[C:34]([NH:54][C:6]4[CH:5]=[C:4]([CH2:46][OH:49])[N:3]=[CH:9][N:10]=4)=[N:35][CH:36]=[CH:37][C:38]=3[N:39]=2)=[C:24]([CH:27]=[C:28]([F:30])[CH:29]=1)[C:25]#[N:26]. The yield is 1.00. (5) The reactants are [C:1](O[BH-](OC(=O)C)OC(=O)C)(=O)C.[Na+].[NH:15]1[CH2:20][CH2:19][CH:18]([C:21]2[N:22]=[CH:23][C:24]([C:27]([O:29][CH3:30])=[O:28])=[N:25][CH:26]=2)[CH2:17][CH2:16]1.C=O.C(O)(=O)C. The catalyst is CO. The product is [CH3:1][N:15]1[CH2:20][CH2:19][CH:18]([C:21]2[N:22]=[CH:23][C:24]([C:27]([O:29][CH3:30])=[O:28])=[N:25][CH:26]=2)[CH2:17][CH2:16]1. The yield is 1.00. (6) The catalyst is C(#N)C.CN(C)C1C=CN=CC=1. The reactants are [S:1](Cl)(Cl)=[O:2].[OH:5][CH:6]([CH3:17])[CH:7]([NH:9][C:10](=[O:16])[O:11][C:12]([CH3:15])([CH3:14])[CH3:13])[CH3:8].N1C=CC=CC=1.C(OCC)(=O)C. The product is [CH3:8][CH:7]1[CH:6]([CH3:17])[O:5][S:1](=[O:2])[N:9]1[C:10]([O:11][C:12]([CH3:14])([CH3:13])[CH3:15])=[O:16]. The yield is 0.900. (7) The reactants are [F:1][C:2]1[CH:3]=[N:4][CH:5]=[CH:6][C:7]=1[C:8]1[CH:9]=[C:10]2[N:22]=[C:21]([C:23]3[CH:32]=[CH:31][C:26]([C:27]([O:29]C)=[O:28])=[CH:25][CH:24]=3)[NH:20][C:11]2=[N:12][C:13]=1[C:14]1[CH:15]=[N:16][CH:17]=[CH:18][CH:19]=1.[OH-].[Na+].Cl. The catalyst is C1COCC1.C(O)C. The product is [F:1][C:2]1[CH:3]=[N:4][CH:5]=[CH:6][C:7]=1[C:8]1[CH:9]=[C:10]2[N:22]=[C:21]([C:23]3[CH:32]=[CH:31][C:26]([C:27]([OH:29])=[O:28])=[CH:25][CH:24]=3)[NH:20][C:11]2=[N:12][C:13]=1[C:14]1[CH:15]=[N:16][CH:17]=[CH:18][CH:19]=1. The yield is 0.310. (8) The reactants are Br[CH2:2][CH2:3][O:4][C:5]1[CH:25]=[CH:24][C:8]([N:9]([C:17]2[CH:22]=[CH:21][C:20]([Cl:23])=[CH:19][CH:18]=2)[C:10]2[CH:15]=[CH:14][C:13]([Cl:16])=[CH:12][CH:11]=2)=[CH:7][CH:6]=1.[Br:26][C:27]1[CH:28]=[C:29]([C:40]2[CH:45]=[CH:44][C:43]([OH:46])=[CH:42][CH:41]=2)[S:30][C:31]=1[C:32]1[CH:37]=[CH:36][C:35]([O:38][CH3:39])=[CH:34][CH:33]=1.C(=O)([O-])[O-].[Cs+].[Cs+].C(Cl)Cl. The catalyst is C(#N)C.CCO.O. The product is [Br:26][C:27]1[CH:28]=[C:29]([C:40]2[CH:45]=[CH:44][C:43]([O:46][CH2:2][CH2:3][O:4][C:5]3[CH:25]=[CH:24][C:8]([N:9]([C:10]4[CH:15]=[CH:14][C:13]([Cl:16])=[CH:12][CH:11]=4)[C:17]4[CH:22]=[CH:21][C:20]([Cl:23])=[CH:19][CH:18]=4)=[CH:7][CH:6]=3)=[CH:42][CH:41]=2)[S:30][C:31]=1[C:32]1[CH:33]=[CH:34][C:35]([O:38][CH3:39])=[CH:36][CH:37]=1. The yield is 0.700.